This data is from Forward reaction prediction with 1.9M reactions from USPTO patents (1976-2016). The task is: Predict the product of the given reaction. (1) Given the reactants [S:1](Cl)([C:4]1[CH:10]=[CH:9][C:7]([CH3:8])=[CH:6][CH:5]=1)(=[O:3])=[O:2].[NH2:12][CH2:13][CH2:14][NH:15][CH2:16][CH2:17][NH2:18].[OH-:19].[Na+], predict the reaction product. The product is: [S:1]([NH:12][CH2:13][CH2:14][N:15]([S:1]([C:4]1[CH:10]=[CH:9][C:7]([CH3:8])=[CH:6][CH:5]=1)(=[O:3])=[O:2])[CH2:16][CH2:17][NH:18][S:1]([C:4]1[CH:10]=[CH:9][C:7]([CH3:8])=[CH:6][CH:5]=1)(=[O:2])=[O:19])([C:4]1[CH:10]=[CH:9][C:7]([CH3:8])=[CH:6][CH:5]=1)(=[O:3])=[O:2]. (2) Given the reactants [NH2:1][C:2]1[CH:10]=[CH:9][C:5]([C:6]([OH:8])=O)=[CH:4][C:3]=1[F:11].[F:12][C:13]([F:35])([F:34])[C:14]([C:20]1[CH:33]=[CH:32][C:23]([CH2:24][N:25]2[CH2:30][CH2:29][NH:28][CH2:27][C:26]2=[O:31])=[CH:22][CH:21]=1)([OH:19])[C:15]([F:18])([F:17])[F:16].C(N(CC)CC)C.CCCP1(OP(CCC)(=O)OP(CCC)(=O)O1)=O, predict the reaction product. The product is: [NH2:1][C:2]1[CH:10]=[CH:9][C:5]([C:6]([N:28]2[CH2:29][CH2:30][N:25]([CH2:24][C:23]3[CH:32]=[CH:33][C:20]([C:14]([OH:19])([C:13]([F:12])([F:34])[F:35])[C:15]([F:18])([F:16])[F:17])=[CH:21][CH:22]=3)[C:26](=[O:31])[CH2:27]2)=[O:8])=[CH:4][C:3]=1[F:11].